Dataset: Full USPTO retrosynthesis dataset with 1.9M reactions from patents (1976-2016). Task: Predict the reactants needed to synthesize the given product. (1) Given the product [CH:16]1([N:3]2[CH2:4][CH2:5][C:6]3[CH:11]=[C:10]([C:12]([O:14][CH3:15])=[O:13])[CH:9]=[CH:8][C:7]=3[CH2:1][CH2:2]2)[CH2:19][CH2:18][CH2:17]1, predict the reactants needed to synthesize it. The reactants are: [CH2:1]1[C:7]2[CH:8]=[CH:9][C:10]([C:12]([O:14][CH3:15])=[O:13])=[CH:11][C:6]=2[CH2:5][CH2:4][NH:3][CH2:2]1.[C:16]1(=O)[CH2:19][CH2:18][CH2:17]1.C(O[BH-](OC(=O)C)OC(=O)C)(=O)C.[Na+].C(N(CC)CC)C. (2) Given the product [Cl:32][C:2]([Cl:33])([Cl:1])[CH2:3][O:4][C:5]([C@@H:7]1[CH2:12][CH2:11][CH2:10][N:9]([C:13](=[O:31])[C@@H:14]([NH:16][C:17](=[O:30])[C@@H:18]([NH:22][C:23](=[O:24])[C:70]([CH2:75][CH2:76][O:77][CH3:78])([CH3:71])/[CH:69]=[CH:68]/[C:62]2[CH:61]=[C:60]3[C:65]([CH:66]=[CH:67][C:58]([C@H:56]([OH:55])[CH3:57])=[N:59]3)=[CH:64][CH:63]=2)[CH:19]([CH3:21])[CH3:20])[CH3:15])[NH:8]1)=[O:6], predict the reactants needed to synthesize it. The reactants are: [Cl:1][C:2]([Cl:33])([Cl:32])[CH2:3][O:4][C:5]([C@@H:7]1[CH2:12][CH2:11][CH2:10][N:9]([C:13](=[O:31])[C@@H:14]([NH:16][C:17](=[O:30])[C@@H:18]([NH:22][C:23](OC(C)(C)C)=[O:24])[CH:19]([CH3:21])[CH3:20])[CH3:15])[NH:8]1)=[O:6].FC(F)(F)S(O[Si](C)(C)C)(=O)=O.C(N(CC)C(C)C)(C)C.[OH:55][C@@H:56]([C:58]1[CH:67]=[CH:66][C:65]2[C:60](=[CH:61][C:62](/[CH:68]=[CH:69]/[C:70]([CH2:75][CH2:76][O:77][CH3:78])(C)[C:71](O)=O)=[CH:63][CH:64]=2)[N:59]=1)[CH3:57].C[NH3+].F[P-](F)(F)(F)(F)F.N1(OC(N(C)C)=[N+](C)C)C2N=CC=CC=2N=N1.F[P-](F)(F)(F)(F)F. (3) Given the product [CH:1]1([CH2:4][O:5][C:6]2[CH:11]=[CH:10][C:9]([S:12]([CH2:15][CH3:16])(=[O:13])=[O:14])=[CH:8][C:7]=2[C:17]2[CH:22]3[O:23][CH2:24][CH2:25][NH:26][CH:21]3[C:20](=[O:28])[N:19]([CH3:29])[CH:18]=2)[CH2:3][CH2:2]1, predict the reactants needed to synthesize it. The reactants are: [CH:1]1([CH2:4][O:5][C:6]2[CH:11]=[CH:10][C:9]([S:12]([CH2:15][CH3:16])(=[O:14])=[O:13])=[CH:8][C:7]=2[C:17]2[C:22]3[O:23][CH2:24][C:25](=O)[NH:26][C:21]=3[C:20](=[O:28])[N:19]([CH3:29])[CH:18]=2)[CH2:3][CH2:2]1.[H-].[H-].[H-].[H-].[Li+].[Al+3].Cl.C([O-])(O)=O.[Na+]. (4) Given the product [Br:7][C:8]1[CH:13]=[CH:12][C:11]([O:14][C@@H:5]2[CH2:4][O:3][CH2:2][C@H:1]2[OH:6])=[CH:10][CH:9]=1, predict the reactants needed to synthesize it. The reactants are: [CH:1]12[O:6][CH:5]1[CH2:4][O:3][CH2:2]2.[Br:7][C:8]1[CH:13]=[CH:12][C:11]([OH:14])=[CH:10][CH:9]=1.C(=O)([O-])[O-].[Cs+].[Cs+]. (5) Given the product [CH2:29]([N:28]([CH3:27])[C:24]([C@H:22]1[CH2:21][CH2:20][C:19]2[C:12]3[C:11]([NH:10][C:8]4[CH:9]=[C:4]5[CH:3]=[N:2][NH:1][C:5]5=[CH:6][N:7]=4)=[N:16][CH:15]=[N:14][C:13]=3[S:17][C:18]=2[CH2:23]1)=[O:25])[CH3:30], predict the reactants needed to synthesize it. The reactants are: [NH:1]1[C:5]2=[CH:6][N:7]=[C:8]([NH:10][C:11]3[C:12]4[C:19]5[CH2:20][CH2:21][C@H:22]([C:24](O)=[O:25])[CH2:23][C:18]=5[S:17][C:13]=4[N:14]=[CH:15][N:16]=3)[CH:9]=[C:4]2[CH:3]=[N:2]1.[CH3:27][NH:28][CH2:29][CH3:30]. (6) Given the product [F:39][C:40]([F:45])([F:44])[C:41]([OH:43])=[O:42].[CH3:38][O:37][CH2:36][CH2:35][N:33]([CH3:34])[C:30]1[N:29]=[CH:28][C:27]([C:23]2[CH:22]=[C:21]([C:16]3[NH:15][C:14]([N:11]4[CH2:12][CH2:13][NH:8][CH2:9][CH2:10]4)=[C:18]([C:19]#[N:20])[CH:17]=3)[CH:26]=[CH:25][N:24]=2)=[CH:32][N:31]=1, predict the reactants needed to synthesize it. The reactants are: C(OC([N:8]1[CH2:13][CH2:12][N:11]([C:14]2[NH:15][C:16]([C:21]3[CH:26]=[CH:25][N:24]=[C:23]([C:27]4[CH:28]=[N:29][C:30]([N:33]([CH2:35][CH2:36][O:37][CH3:38])[CH3:34])=[N:31][CH:32]=4)[CH:22]=3)=[CH:17][C:18]=2[C:19]#[N:20])[CH2:10][CH2:9]1)=O)(C)(C)C.[F:39][C:40]([F:45])([F:44])[C:41]([OH:43])=[O:42].